This data is from hERG Central: cardiac toxicity at 1µM, 10µM, and general inhibition. The task is: Predict hERG channel inhibition at various concentrations. (1) The compound is CN(C)C1CCCC1OC(=O)C(O)(c1ccccc1)c1ccccc1.Cl. Results: hERG_inhib (hERG inhibition (general)): blocker. (2) The compound is OCC1(Cc2ccc(Cl)cc2)CCN(CC2CC=CCC2)CC1. Results: hERG_inhib (hERG inhibition (general)): blocker. (3) The molecule is COc1ccc(C(CCNCc2ccccc2)c2ccc(F)cc2)cc1. Results: hERG_inhib (hERG inhibition (general)): blocker. (4) The molecule is COC(=O)C1=C(c2ccc(C(C)=O)cc2)C[C@@H]2CC[C@H]1N2C(=O)N1CCC(O)(c2ccc(Cl)cc2)CC1. Results: hERG_inhib (hERG inhibition (general)): blocker.